Dataset: Forward reaction prediction with 1.9M reactions from USPTO patents (1976-2016). Task: Predict the product of the given reaction. (1) The product is: [CH3:1][O:2][C:3]1[CH:31]=[C:30]([O:32][CH3:33])[CH:29]=[CH:28][C:4]=1[CH2:5][N:6]1[C:15]2[C:10](=[CH:11][C:12]([F:21])=[C:13]([N:16]3[CH2:17][CH2:18][CH2:19][CH2:20]3)[N:14]=2)[C:9](=[O:22])[C:8]([C:23]([OH:25])=[O:24])=[CH:7]1. Given the reactants [CH3:1][O:2][C:3]1[CH:31]=[C:30]([O:32][CH3:33])[CH:29]=[CH:28][C:4]=1[CH2:5][N:6]1[C:15]2[C:10](=[CH:11][C:12]([F:21])=[C:13]([N:16]3[CH2:20][CH2:19][CH2:18][CH2:17]3)[N:14]=2)[C:9](=[O:22])[C:8]([C:23]([O:25]CC)=[O:24])=[CH:7]1.[Li+].[OH-], predict the reaction product. (2) Given the reactants [F:1][C:2]1[CH:3]=[C:4]([C:9](=[O:15])[C:10]([O:12][CH2:13][CH3:14])=[O:11])[CH:5]=[CH:6][C:7]=1[F:8], predict the reaction product. The product is: [F:1][C:2]1[CH:3]=[C:4]([CH:5]=[CH:6][C:7]=1[F:8])[C:9]([C:5]1[CH:4]=[CH:3][C:2]([F:1])=[C:7]([F:8])[CH:6]=1)([OH:15])[C:10]([O:12][CH2:13][CH3:14])=[O:11].